Dataset: Forward reaction prediction with 1.9M reactions from USPTO patents (1976-2016). Task: Predict the product of the given reaction. (1) Given the reactants Br[CH2:2][C:3]1[CH:8]=[C:7]([F:9])[CH:6]=[CH:5][C:4]=1[F:10].[Cl:11][C:12]1[CH:17]=[CH:16][C:15]([S:18]([O-:20])=[O:19])=[CH:14][CH:13]=1.[Na+], predict the reaction product. The product is: [Cl:11][C:12]1[CH:17]=[CH:16][C:15]([S:18]([CH2:2][C:3]2[CH:8]=[C:7]([F:9])[CH:6]=[CH:5][C:4]=2[F:10])(=[O:20])=[O:19])=[CH:14][CH:13]=1. (2) Given the reactants Br[CH2:2][CH2:3][O:4][CH2:5][C:6]1[CH:11]=[CH:10][C:9]([O:12][CH3:13])=[CH:8][CH:7]=1.[N:14]12[CH2:21][CH2:20][CH:17]([CH2:18][CH2:19]1)[C@@H:16]([O:22][C:23]([C:25]1([C:32]3[CH:37]=[CH:36][CH:35]=[CH:34][CH:33]=3)[CH2:31][CH2:30][CH2:29][CH2:28][CH2:27][CH2:26]1)=[O:24])[CH2:15]2, predict the reaction product. The product is: [CH:23]([O-:24])=[O:22].[CH3:13][O:12][C:9]1[CH:10]=[CH:11][C:6]([CH2:5][O:4][CH2:3][CH2:2][N+:14]23[CH2:21][CH2:20][CH:17]([CH2:18][CH2:19]2)[C@@H:16]([O:22][C:23]([C:25]2([C:32]4[CH:33]=[CH:34][CH:35]=[CH:36][CH:37]=4)[CH2:31][CH2:30][CH2:29][CH2:28][CH2:27][CH2:26]2)=[O:24])[CH2:15]3)=[CH:7][CH:8]=1. (3) Given the reactants [Br:1][C:2]1[CH:3]=[C:4]([N:8]2[C:17]3[C:12](=[CH:13][CH:14]=[CH:15][N:16]=3)[C:11](=[O:18])[C:10]([C:19](O)=[O:20])=[CH:9]2)[CH:5]=[CH:6][CH:7]=1.C(N(CC)CC)C.ClC(OCC(C)C)=O.[F:37][C:38]([F:42])([F:41])[CH2:39][NH2:40], predict the reaction product. The product is: [F:37][C:38]([F:42])([F:41])[CH2:39][NH:40][C:19]([C:10]1[C:11](=[O:18])[C:12]2[C:17](=[N:16][CH:15]=[CH:14][CH:13]=2)[N:8]([C:4]2[CH:5]=[CH:6][CH:7]=[C:2]([Br:1])[CH:3]=2)[CH:9]=1)=[O:20]. (4) The product is: [CH3:25][N:26]1[C:8]([NH2:4])=[C:9]([CH3:10])[C:16]([C:15]([F:21])([F:20])[C:14]([F:23])([F:22])[F:13])=[N:27]1. Given the reactants C([NH:4]C(C)C)(C)C.[CH2:8]([Li])[CH2:9][CH2:10]C.[F:13][C:14]([F:23])([F:22])[C:15]([F:21])([F:20])[C:16](OC)=O.Cl.[CH3:25][NH:26][NH2:27], predict the reaction product. (5) Given the reactants I[C:2]1[CH:7]=[CH:6][C:5]([C@@H:8]([CH3:17])[CH2:9][NH:10][S:11]([CH:14]([CH3:16])[CH3:15])(=[O:13])=[O:12])=[CH:4][CH:3]=1.C(Cl)Cl.[CH3:21][C:22]([O-])=O.[K+].[C:26]([O-:29])([O-])=O.[Na+].[Na+], predict the reaction product. The product is: [CH3:17][C@H:8]([C:5]1[CH:6]=[CH:7][C:2]([C:22]2[CH:21]=[C:9]3[C:8]([CH2:17][C:26](=[O:29])[NH:10]3)=[CH:5][CH:4]=2)=[CH:3][CH:4]=1)[CH2:9][NH:10][S:11]([CH:14]([CH3:16])[CH3:15])(=[O:13])=[O:12]. (6) Given the reactants [Cl:1][C:2]1[C:3](=[O:29])[N:4]([CH2:19][C:20]2[CH:28]=[CH:27][C:23]([C:24](O)=[O:25])=[CH:22][CH:21]=2)[C:5]([CH3:18])=[CH:6][C:7]=1[O:8][CH2:9][C:10]1[CH:15]=[CH:14][C:13]([F:16])=[CH:12][C:11]=1[F:17].ClC1N=C(OC)N=C(OC)[N:32]=1.CN1CCOCC1.[NH4+].[OH-], predict the reaction product. The product is: [Cl:1][C:2]1[C:3](=[O:29])[N:4]([CH2:19][C:20]2[CH:28]=[CH:27][C:23]([C:24]([NH2:32])=[O:25])=[CH:22][CH:21]=2)[C:5]([CH3:18])=[CH:6][C:7]=1[O:8][CH2:9][C:10]1[CH:15]=[CH:14][C:13]([F:16])=[CH:12][C:11]=1[F:17]. (7) Given the reactants Cl[C:2]1[CH:3]=[C:4]([NH:10][C:11]2[CH:19]=[C:14]3[CH2:15][O:16][CH2:17][CH2:18][N:13]3[N:12]=2)[C:5](=[O:9])[N:6]([CH3:8])[N:7]=1.[C:20]([O:23][CH2:24][C:25]1[C:30](B2OC(C)(C)C(C)(C)O2)=[CH:29][CH:28]=[CH:27][C:26]=1[N:40]1[CH2:52][CH2:51][N:43]2[C:44]3[CH2:45][CH2:46][CH2:47][CH2:48][C:49]=3[CH:50]=[C:42]2[C:41]1=[O:53])(=[O:22])[CH3:21].[O-]P([O-])([O-])=O.[K+].[K+].[K+].CC([O-])=O.[Na+], predict the reaction product. The product is: [C:20]([O:23][CH2:24][C:25]1[C:26]([N:40]2[CH2:52][CH2:51][N:43]3[C:44]4[CH2:45][CH2:46][CH2:47][CH2:48][C:49]=4[CH:50]=[C:42]3[C:41]2=[O:53])=[CH:27][CH:28]=[CH:29][C:30]=1[C:2]1[CH:3]=[C:4]([NH:10][C:11]2[CH:19]=[C:14]3[CH2:15][O:16][CH2:17][CH2:18][N:13]3[N:12]=2)[C:5](=[O:9])[N:6]([CH3:8])[N:7]=1)(=[O:22])[CH3:21].